This data is from NCI-60 drug combinations with 297,098 pairs across 59 cell lines. The task is: Regression. Given two drug SMILES strings and cell line genomic features, predict the synergy score measuring deviation from expected non-interaction effect. (1) Drug 1: C1=CC(=C2C(=C1NCCNCCO)C(=O)C3=C(C=CC(=C3C2=O)O)O)NCCNCCO. Drug 2: CC(C)NC(=O)C1=CC=C(C=C1)CNNC.Cl. Cell line: SN12C. Synergy scores: CSS=45.0, Synergy_ZIP=0.300, Synergy_Bliss=-0.243, Synergy_Loewe=-22.0, Synergy_HSA=1.04. (2) Drug 1: CC1=C2C(C(=O)C3(C(CC4C(C3C(C(C2(C)C)(CC1OC(=O)C(C(C5=CC=CC=C5)NC(=O)OC(C)(C)C)O)O)OC(=O)C6=CC=CC=C6)(CO4)OC(=O)C)OC)C)OC. Drug 2: CC1C(C(CC(O1)OC2CC(OC(C2O)C)OC3=CC4=CC5=C(C(=O)C(C(C5)C(C(=O)C(C(C)O)O)OC)OC6CC(C(C(O6)C)O)OC7CC(C(C(O7)C)O)OC8CC(C(C(O8)C)O)(C)O)C(=C4C(=C3C)O)O)O)O. Cell line: T-47D. Synergy scores: CSS=37.4, Synergy_ZIP=18.3, Synergy_Bliss=20.2, Synergy_Loewe=5.92, Synergy_HSA=20.3. (3) Drug 1: CC1=C2C(C(=O)C3(C(CC4C(C3C(C(C2(C)C)(CC1OC(=O)C(C(C5=CC=CC=C5)NC(=O)OC(C)(C)C)O)O)OC(=O)C6=CC=CC=C6)(CO4)OC(=O)C)OC)C)OC. Drug 2: COC1=C(C=C2C(=C1)N=CN=C2NC3=CC(=C(C=C3)F)Cl)OCCCN4CCOCC4. Cell line: A549. Synergy scores: CSS=72.3, Synergy_ZIP=11.5, Synergy_Bliss=11.4, Synergy_Loewe=11.8, Synergy_HSA=18.2. (4) Cell line: NCI-H322M. Synergy scores: CSS=6.26, Synergy_ZIP=4.55, Synergy_Bliss=2.99, Synergy_Loewe=-12.1, Synergy_HSA=-4.70. Drug 2: C1C(C(OC1N2C=C(C(=O)NC2=O)F)CO)O. Drug 1: CC1=CC=C(C=C1)C2=CC(=NN2C3=CC=C(C=C3)S(=O)(=O)N)C(F)(F)F.